From a dataset of Full USPTO retrosynthesis dataset with 1.9M reactions from patents (1976-2016). Predict the reactants needed to synthesize the given product. (1) The reactants are: Br[C:2]1[N:7]=[C:6]([C:8]([O:10]C)=[O:9])[CH:5]=[CH:4][C:3]=1[F:12].[C:13]1(B(O)O)[CH:18]=[CH:17][CH:16]=[CH:15][CH:14]=1.C([O-])([O-])=O.[Na+].[Na+]. Given the product [F:12][C:3]1[CH:4]=[CH:5][C:6]([C:8]([OH:10])=[O:9])=[N:7][C:2]=1[C:13]1[CH:18]=[CH:17][CH:16]=[CH:15][CH:14]=1, predict the reactants needed to synthesize it. (2) Given the product [CH2:1]([O:3][C:4]([C:6]1([CH2:10][C:11]#[C:12][C:14]2[CH:15]=[CH:16][C:17]([O:20][C:21]([F:22])([F:23])[F:24])=[CH:18][CH:19]=2)[CH2:9][CH2:8][CH2:7]1)=[O:5])[CH3:2], predict the reactants needed to synthesize it. The reactants are: [CH2:1]([O:3][C:4]([C:6]1([CH2:10][C:11]#[CH:12])[CH2:9][CH2:8][CH2:7]1)=[O:5])[CH3:2].I[C:14]1[CH:19]=[CH:18][C:17]([O:20][C:21]([F:24])([F:23])[F:22])=[CH:16][CH:15]=1. (3) Given the product [CH3:29][O:30][CH2:31][CH2:32][NH:33][C:11]([C:9]1[CH:10]=[C:5]2[N:4]=[C:3]([NH:14][C:15]3[S:16][C:17]4[CH:23]=[C:22]([O:24][C:25]([F:26])([F:27])[F:28])[CH:21]=[CH:20][C:18]=4[N:19]=3)[N:2]([CH3:1])[C:6]2=[N:7][CH:8]=1)=[O:12], predict the reactants needed to synthesize it. The reactants are: [CH3:1][N:2]1[C:6]2=[N:7][CH:8]=[C:9]([C:11](O)=[O:12])[CH:10]=[C:5]2[N:4]=[C:3]1[NH:14][C:15]1[S:16][C:17]2[CH:23]=[C:22]([O:24][C:25]([F:28])([F:27])[F:26])[CH:21]=[CH:20][C:18]=2[N:19]=1.[CH3:29][O:30][CH2:31][CH2:32][NH2:33].CN(C(ON1N=NC2C=CC=CC1=2)=[N+](C)C)C.F[P-](F)(F)(F)(F)F.CCN(C(C)C)C(C)C. (4) Given the product [ClH:28].[F:27][C:2]([F:1])([F:26])[S:3]([N:6]1[CH2:11][CH2:10][CH:9]([CH2:12][N:13]2[C:21]3[N:16]4[C:17](=[N:22][C:23]([CH3:24])=[C:15]4[C:14]2=[O:25])[CH:18]=[CH:19][CH:20]=3)[CH2:8][CH2:7]1)(=[O:4])=[O:5], predict the reactants needed to synthesize it. The reactants are: [F:1][C:2]([F:27])([F:26])[S:3]([N:6]1[CH2:11][CH2:10][CH:9]([CH2:12][N:13]2[C:21]3[N:16]4[C:17](=[N:22][C:23]([CH3:24])=[C:15]4[C:14]2=[O:25])[CH:18]=[CH:19][CH:20]=3)[CH2:8][CH2:7]1)(=[O:5])=[O:4].[ClH:28]. (5) Given the product [C:7]([C:9]1[CH:10]=[C:1]([CH:15]=[CH:16][C:17]=1[O:18][CH:19]([CH3:21])[CH3:20])[C:2]([Cl:4])=[O:3])#[N:8], predict the reactants needed to synthesize it. The reactants are: [C:1](Cl)(=O)[C:2]([Cl:4])=[O:3].[C:7]([C:9]1[CH:10]=C([CH:15]=[CH:16][C:17]=1[O:18][CH:19]([CH3:21])[CH3:20])C(O)=O)#[N:8]. (6) Given the product [OH:2][C:3]1[CH:4]=[CH:5][C:6]([C:9]2[CH:14]=[CH:13][C:12]([CH2:15][CH2:16][C:17]([O:19][CH2:20][CH3:21])=[O:18])=[CH:11][CH:10]=2)=[CH:7][CH:8]=1, predict the reactants needed to synthesize it. The reactants are: C[O:2][C:3]1[CH:8]=[CH:7][C:6]([C:9]2[CH:14]=[CH:13][C:12]([CH2:15][CH2:16][C:17]([O:19][CH2:20][CH3:21])=[O:18])=[CH:11][CH:10]=2)=[CH:5][CH:4]=1. (7) Given the product [NH2:1][C:2]1[CH:3]=[CH:4][C:5]2[C:6]3[N:14]=[C:13]([Br:15])[CH:12]=[C:11]([C:16]([NH2:20])=[O:18])[C:7]=3[NH:8][C:9]=2[CH:10]=1, predict the reactants needed to synthesize it. The reactants are: [NH2:1][C:2]1[CH:3]=[CH:4][C:5]2[C:6]3[N:14]=[C:13]([Br:15])[CH:12]=[C:11]([C:16]([O:18]C)=O)[C:7]=3[NH:8][C:9]=2[CH:10]=1.[NH3:20]. (8) Given the product [CH3:21][Si:22]([C:25]#[C:26][C:2]1[CH:3]=[C:4]2[C:9](=[CH:10][CH:11]=1)[NH:8][CH:7]([C:12]([F:15])([F:14])[F:13])[C:6]([C:16]([O:18][CH2:19][CH3:20])=[O:17])=[CH:5]2)([CH3:24])[CH3:23], predict the reactants needed to synthesize it. The reactants are: I[C:2]1[CH:3]=[C:4]2[C:9](=[CH:10][CH:11]=1)[NH:8][CH:7]([C:12]([F:15])([F:14])[F:13])[C:6]([C:16]([O:18][CH2:19][CH3:20])=[O:17])=[CH:5]2.[CH3:21][Si:22]([C:25]#[CH:26])([CH3:24])[CH3:23].C(N(CC)CC)C.C(OCC)(=O)C. (9) Given the product [Cl:13][C:14]1[CH:19]=[CH:18][C:17]([C:20]2([CH2:26][NH:27][CH3:28])[CH2:25][CH2:24][N:23]([C:2]3[C:3]4[CH:10]=[CH:9][NH:8][C:4]=4[N:5]=[CH:6][N:7]=3)[CH2:22][CH2:21]2)=[CH:16][CH:15]=1, predict the reactants needed to synthesize it. The reactants are: Cl[C:2]1[C:3]2[CH:10]=[CH:9][NH:8][C:4]=2[N:5]=[CH:6][N:7]=1.Cl.Cl.[Cl:13][C:14]1[CH:19]=[CH:18][C:17]([C:20]2([CH2:26][NH:27][CH3:28])[CH2:25][CH2:24][NH:23][CH2:22][CH2:21]2)=[CH:16][CH:15]=1.C(N(CC)CC)C. (10) Given the product [N:26]1([C:27]2[CH:28]=[CH:29][C:30]([NH:33][C:4]3[N:9]=[CH:8][C:7]4=[CH:10][CH:11]=[C:12]([CH2:13][NH:14][C:15]5[CH:20]=[CH:19][CH:18]=[CH:17][CH:16]=5)[N:6]4[N:5]=3)=[CH:31][CH:32]=2)[CH2:25][CH2:24][O:23][CH2:22][CH2:21]1, predict the reactants needed to synthesize it. The reactants are: CS([C:4]1[N:9]=[CH:8][C:7]2=[CH:10][CH:11]=[C:12]([CH2:13][NH:14][C:15]3[CH:20]=[CH:19][CH:18]=[CH:17][CH:16]=3)[N:6]2[N:5]=1)=O.[CH2:21]1[N:26]([C:27]2[CH:32]=[CH:31][C:30]([NH2:33])=[CH:29][CH:28]=2)[CH2:25][CH2:24][O:23][CH2:22]1.C(N(CC)C(C)C)(C)C.COCC(O)C.